This data is from Full USPTO retrosynthesis dataset with 1.9M reactions from patents (1976-2016). The task is: Predict the reactants needed to synthesize the given product. (1) Given the product [CH2:13]([O:1][C:2]1[CH:9]=[CH:8][C:5]([CH:6]=[O:7])=[CH:4][C:3]=1[O:10][CH3:11])[C:14]1[CH:19]=[CH:18][CH:17]=[CH:16][CH:15]=1, predict the reactants needed to synthesize it. The reactants are: [OH:1][C:2]1[CH:9]=[CH:8][C:5]([CH:6]=[O:7])=[CH:4][C:3]=1[O:10][CH3:11].Br[CH2:13][C:14]1[CH:19]=[CH:18][CH:17]=[CH:16][CH:15]=1.C([O-])([O-])=O.[K+].[K+]. (2) Given the product [CH2:1]([C:3]1[S:30][C:6]2[N:7]([CH2:13][C:14]3[CH:19]=[CH:18][C:17]([C:20]4[C:21]([C:26]#[N:27])=[CH:22][CH:23]=[CH:24][CH:25]=4)=[CH:16][C:15]=3[O:28][CH3:29])[C:8](=[O:12])[N:9]([CH2:32][C:33]([C:35]3[CH:40]=[CH:39][C:38]([O:41][CH3:42])=[CH:37][CH:36]=3)=[O:34])[C:10](=[O:11])[C:5]=2[CH:4]=1)[CH3:2], predict the reactants needed to synthesize it. The reactants are: [CH2:1]([C:3]1[S:30][C:6]2[N:7]([CH2:13][C:14]3[CH:19]=[CH:18][C:17]([C:20]4[C:21]([C:26]#[N:27])=[CH:22][CH:23]=[CH:24][CH:25]=4)=[CH:16][C:15]=3[O:28][CH3:29])[C:8](=[O:12])[NH:9][C:10](=[O:11])[C:5]=2[CH:4]=1)[CH3:2].Br[CH2:32][C:33]([C:35]1[CH:40]=[CH:39][C:38]([O:41][CH3:42])=[CH:37][CH:36]=1)=[O:34].CN(C)C=O.[H-].[Na+]. (3) Given the product [F:1][C:2]1[CH:7]=[CH:6][CH:5]=[CH:4][C:3]=1[C:8]1[CH:16]=[CH:15][CH:14]=[C:13]2[C:9]=1[CH2:10][C:11](=[O:40])[NH:12]2, predict the reactants needed to synthesize it. The reactants are: [F:1][C:2]1[CH:7]=[CH:6][CH:5]=[CH:4][C:3]=1[C:8]1[CH:16]=[CH:15][CH:14]=[C:13]2[C:9]=1[CH:10]=[CH:11][NH:12]2.[Br-].[Br-].[Br-].[NH+]1C=CC=CC=1.[NH+]1C=CC=CC=1.[NH+]1C=CC=CC=1.C(O)(=[O:40])C. (4) Given the product [NH2:1][C:2]1[C:11]2[N:12]=[C:13]([CH2:35][CH2:36][CH2:37][CH3:38])[N:14]([CH2:15][CH2:16][CH2:17][N:18]([CH2:23][C:24]3[CH:25]=[C:26]([CH2:30][C:31]([O:33][CH3:34])=[O:32])[CH:27]=[CH:28][CH:29]=3)[CH2:19][CH2:20][CH2:21][N:41]([CH2:39][CH3:40])[CH3:42])[C:10]=2[C:9]2[CH:8]=[CH:7][CH:6]=[CH:5][C:4]=2[N:3]=1, predict the reactants needed to synthesize it. The reactants are: [NH2:1][C:2]1[C:11]2[N:12]=[C:13]([CH2:35][CH2:36][CH2:37][CH3:38])[N:14]([CH2:15][CH2:16][CH2:17][N:18]([CH2:23][C:24]3[CH:25]=[C:26]([CH2:30][C:31]([O:33][CH3:34])=[O:32])[CH:27]=[CH:28][CH:29]=3)[CH2:19][CH2:20][CH2:21]Cl)[C:10]=2[C:9]2[CH:8]=[CH:7][CH:6]=[CH:5][C:4]=2[N:3]=1.[CH2:39]([NH:41][CH3:42])[CH3:40]. (5) Given the product [CH3:23][C:5]1([CH3:24])[C:4]2[C:8](=[CH:9][CH:10]=[C:2]([C:30]3[CH:31]=[CH:32][C:27]([C:26]([F:37])([F:36])[F:25])=[CH:28][CH:29]=3)[CH:3]=2)[N:7]([S:11]([C:14]2[CH:19]=[CH:18][C:17]([N+:20]([O-:22])=[O:21])=[CH:16][CH:15]=2)(=[O:13])=[O:12])[CH2:6]1, predict the reactants needed to synthesize it. The reactants are: Br[C:2]1[CH:3]=[C:4]2[C:8](=[CH:9][CH:10]=1)[N:7]([S:11]([C:14]1[CH:19]=[CH:18][C:17]([N+:20]([O-:22])=[O:21])=[CH:16][CH:15]=1)(=[O:13])=[O:12])[CH2:6][C:5]2([CH3:24])[CH3:23].[F:25][C:26]([F:37])([F:36])[C:27]1[CH:32]=[CH:31][C:30](B(O)O)=[CH:29][CH:28]=1.C(=O)([O-])[O-].[K+].[K+]. (6) The reactants are: [CH3:1][C:2]1[CH:10]=[C:6]([C:7]([OH:9])=O)[C:5]([OH:11])=[CH:4][CH:3]=1.[F:12][C:13]([F:26])([F:25])[C:14]1[CH:15]=[C:16]([CH:18]=[C:19]([C:21]([F:24])([F:23])[F:22])[CH:20]=1)[NH2:17]. Given the product [F:12][C:13]([F:25])([F:26])[C:14]1[CH:15]=[C:16]([NH:17][C:7](=[O:9])[C:6]2[CH:10]=[C:2]([CH3:1])[CH:3]=[CH:4][C:5]=2[OH:11])[CH:18]=[C:19]([C:21]([F:22])([F:24])[F:23])[CH:20]=1, predict the reactants needed to synthesize it. (7) Given the product [Cl:26][C:27]1[N:28]=[CH:29][N:30]=[C:31]([N:16]([C:4]2[CH:5]=[CH:6][C:7]([N:9]3[CH2:14][CH2:13][N:12]([CH3:15])[CH2:11][CH2:10]3)=[CH:8][C:3]=2[O:2][CH3:1])[C:17](=[O:23])[O:18][C:19]([CH3:20])([CH3:22])[CH3:21])[CH:32]=1, predict the reactants needed to synthesize it. The reactants are: [CH3:1][O:2][C:3]1[CH:8]=[C:7]([N:9]2[CH2:14][CH2:13][N:12]([CH3:15])[CH2:11][CH2:10]2)[CH:6]=[CH:5][C:4]=1[NH:16][C:17](=[O:23])[O:18][C:19]([CH3:22])([CH3:21])[CH3:20].[H-].[Na+].[Cl:26][C:27]1[CH:32]=[C:31](Cl)[N:30]=[CH:29][N:28]=1. (8) Given the product [CH3:21][C:2]1([CH3:1])[CH:11]([N:12]2[C:16]([C:17]3[O:18][N:32]=[C:30]([CH3:31])[N:29]=3)=[CH:15][N:14]=[CH:13]2)[C:10]2[C:5](=[CH:6][CH:7]=[CH:8][CH:9]=2)[C:4](=[O:20])[O:3]1, predict the reactants needed to synthesize it. The reactants are: [CH3:1][C:2]1([CH3:21])[CH:11]([N:12]2[C:16]([C:17](O)=[O:18])=[CH:15][N:14]=[CH:13]2)[C:10]2[C:5](=[CH:6][CH:7]=[CH:8][CH:9]=2)[C:4](=[O:20])[O:3]1.C(Cl)(=O)C(Cl)=O.O[NH:29][C:30](=[NH:32])[CH3:31]. (9) Given the product [F:2][C:3]12[CH2:11][CH:7]3[CH2:6][C:5]([NH:12][CH2:20][C:21]([N:23]4[CH2:27][CH2:26][CH2:25][C@H:24]4[C:28]#[N:29])=[O:22])([CH2:4]1)[CH:9]([CH2:8]3)[CH2:10]2, predict the reactants needed to synthesize it. The reactants are: Cl.[F:2][C:3]12[CH2:11][CH:7]3[CH2:8][CH:9]([CH2:10]1)[C:5]([NH2:12])([CH2:6]3)[CH2:4]2.C([O-])([O-])=O.[K+].[K+].Cl[CH2:20][C:21]([N:23]1[CH2:27][CH2:26][CH2:25][C@H:24]1[C:28]#[N:29])=[O:22]. (10) Given the product [ClH:20].[C:12]([O:5][CH2:4][CH2:3][NH:2][CH3:1])(=[O:19])[C:13]1[CH:18]=[CH:17][CH:16]=[CH:15][CH:14]=1, predict the reactants needed to synthesize it. The reactants are: [CH3:1][NH:2][CH2:3][CH2:4][OH:5].C(OCC)(=O)C.[C:12]([Cl:20])(=[O:19])[C:13]1[CH:18]=[CH:17][CH:16]=[CH:15][CH:14]=1.